This data is from Reaction yield outcomes from USPTO patents with 853,638 reactions. The task is: Predict the reaction yield, written as a fraction of the theoretical maximum amount of product (1.0 means a 100% yield; for example, 0.34 means a 34% yield). (1) The reactants are [Br:1][C:2]1[CH:3]=[C:4]2[C:8](=[CH:9][CH:10]=1)[NH:7][C:6](=[O:11])[C:5]2=[O:12].[CH3:13][Mg]Br.[Cl-].[NH4+]. The catalyst is C1COCC1. The product is [Br:1][C:2]1[CH:3]=[C:4]2[C:8](=[CH:9][CH:10]=1)[NH:7][C:6](=[O:11])[C:5]2([OH:12])[CH3:13]. The yield is 0.290. (2) The catalyst is CN(C=O)C. The yield is 0.170. The reactants are [CH2:1]([N:3]([CH2:36][CH3:37])[CH2:4][CH2:5][CH2:6][NH:7][C:8]1[N:9]=[C:10]([C:27]2[CH:28]=[C:29]([CH:33]=[CH:34][CH:35]=2)[C:30]([OH:32])=O)[C:11]2[CH:17]=[CH:16][C:15](=[O:18])[N:14]([C:19]3[C:24]([F:25])=[CH:23][CH:22]=[CH:21][C:20]=3[F:26])[C:12]=2[N:13]=1)[CH3:2].CN(C(ON1N=[N:53][C:48]2[CH:49]=[CH:50][CH:51]=[CH:52]C1=2)=[N+](C)C)C.F[P-](F)(F)(F)(F)F.C(N(CC)CC)C.C1(N)CCCC1. The product is [CH:48]1([NH:53][C:30](=[O:32])[C:29]2[CH:33]=[CH:34][CH:35]=[C:27]([C:10]3[C:11]4[CH:17]=[CH:16][C:15](=[O:18])[N:14]([C:19]5[C:24]([F:25])=[CH:23][CH:22]=[CH:21][C:20]=5[F:26])[C:12]=4[N:13]=[C:8]([NH:7][CH2:6][CH2:5][CH2:4][N:3]([CH2:36][CH3:37])[CH2:1][CH3:2])[N:9]=3)[CH:28]=2)[CH2:49][CH2:50][CH2:51][CH2:52]1. (3) The reactants are [CH3:1][Si:2]([CH3:15])([CH3:14])[CH2:3][CH2:4][O:5][CH2:6][N:7]1[CH:11]=[C:10]([C:12]#[N:13])[N:9]=[CH:8]1.[Br:16]N1C(=O)CCC1=O.N(C(C)(C)C#N)=NC(C)(C)C#N. The catalyst is C(Cl)(Cl)(Cl)Cl.CCOC(C)=O. The product is [Br:16][C:8]1[N:7]([CH2:6][O:5][CH2:4][CH2:3][Si:2]([CH3:15])([CH3:14])[CH3:1])[CH:11]=[C:10]([C:12]#[N:13])[N:9]=1. The yield is 0.770. (4) The reactants are Cl[CH2:2][CH2:3][CH2:4][N:5]([CH3:30])[C:6]([C:8]1[CH:9]=[N:10][N:11]2[CH:16]=[CH:15][C:14]([N:17]3[CH2:21][CH2:20][CH2:19][C@@H:18]3[C:22]3[C:23](=[O:29])[NH:24][CH:25]=[C:26]([F:28])[CH:27]=3)=[N:13][C:12]=12)=[O:7].C([O-])([O-])=O.[Cs+].[Cs+]. The catalyst is CN(C=O)C. The product is [F:28][C:26]1[CH:27]=[C:22]2[C:23](=[N:24][CH:25]=1)[O:29][CH2:2][CH2:3][CH2:4][N:5]([CH3:30])[C:6](=[O:7])[C:8]1=[C:12]3[N:13]=[C:14]([CH:15]=[CH:16][N:11]3[N:10]=[CH:9]1)[N:17]1[C@@H:18]2[CH2:19][CH2:20][CH2:21]1. The yield is 0.360. (5) The reactants are [F:1][C:2]1[CH:3]=[C:4]([S:8]([N:11]2[CH2:16][CH2:15][CH2:14][CH2:13][C@H:12]2[C:17]([NH:19][C@@H:20]([CH2:24][C:25]2[CH:30]=[CH:29][C:28]([O:31][CH2:32][CH2:33][CH2:34][O:35][CH3:36])=[CH:27][CH:26]=2)[C:21](O)=[O:22])=[O:18])(=[O:10])=[O:9])[CH:5]=[CH:6][CH:7]=1.[CH3:37][NH2:38].C1COCC1.O. The catalyst is ClCCl. The product is [CH3:36][O:35][CH2:34][CH2:33][CH2:32][O:31][C:28]1[CH:27]=[CH:26][C:25]([CH2:24][C@H:20]([NH:19][C:17]([C@@H:12]2[CH2:13][CH2:14][CH2:15][CH2:16][N:11]2[S:8]([C:4]2[CH:5]=[CH:6][CH:7]=[C:2]([F:1])[CH:3]=2)(=[O:10])=[O:9])=[O:18])[C:21](=[O:22])[NH:38][CH3:37])=[CH:30][CH:29]=1. The yield is 0.340. (6) The reactants are [CH3:1][CH:2]1[C:11]2[CH2:10][O:9][CH:8]=[CH:7][C:6]3=[CH:12][CH:13]([CH2:15][NH:16][C:17](=[O:23])[O:18][C:19]([CH3:22])([CH3:21])[CH3:20])[O:14][B:4]([C:5]=23)[O:3]1.[Cl:24]N1C(=O)CCC1=O.CC(C)C#N. The catalyst is CC#N. The product is [Cl:24][C:12]1[CH:13]([CH2:15][NH:16][C:17](=[O:23])[O:18][C:19]([CH3:22])([CH3:21])[CH3:20])[O:14][B:4]2[C:5]3[C:6]=1[CH:7]=[CH:8][O:9][CH2:10][C:11]=3[CH:2]([CH3:1])[O:3]2. The yield is 0.450. (7) The reactants are [Cl:1][C:2]1[CH:3]=[N:4][N:5]([CH3:16])[C:6]=1[C:7]1[CH:8]=[C:9]([C:13]([OH:15])=O)[O:10][C:11]=1[CH3:12].[NH2:17][C@@H:18]([CH2:31][C:32]1[CH:37]=[CH:36][CH:35]=[CH:34][C:33]=1[C:38]([F:41])([F:40])[F:39])[CH2:19][N:20]1[C:28](=[O:29])[C:27]2[C:22](=[CH:23][CH:24]=[CH:25][CH:26]=2)[C:21]1=[O:30].C(N(C(C)C)CC)(C)C.F[P-](F)(F)(F)(F)F.Br[P+](N1CCCC1)(N1CCCC1)N1CCCC1. The catalyst is C(Cl)Cl. The product is [Cl:1][C:2]1[CH:3]=[N:4][N:5]([CH3:16])[C:6]=1[C:7]1[CH:8]=[C:9]([C:13]([NH:17][C@@H:18]([CH2:31][C:32]2[CH:37]=[CH:36][CH:35]=[CH:34][C:33]=2[C:38]([F:41])([F:39])[F:40])[CH2:19][N:20]2[C:28](=[O:29])[C:27]3[C:22](=[CH:23][CH:24]=[CH:25][CH:26]=3)[C:21]2=[O:30])=[O:15])[O:10][C:11]=1[CH3:12]. The yield is 0.490.